Dataset: Reaction yield outcomes from USPTO patents with 853,638 reactions. Task: Predict the reaction yield, written as a fraction of the theoretical maximum amount of product (1.0 means a 100% yield; for example, 0.34 means a 34% yield). (1) The reactants are [NH:1]1[C:5]2[CH:6]=[CH:7][CH:8]=[CH:9][C:4]=2[N:3]=[C:2]1[CH2:10][N:11]1[C@@H:24]2[C@@H:15]([CH2:16][CH2:17][C:18]3[C:23]2=[N:22][CH:21]=[CH:20][CH:19]=3)[CH2:14][CH2:13][CH2:12]1.C(=O)([O-])[O-].[K+].[K+].[I-].[K+].Cl.Cl[CH2:35][CH2:36][CH2:37][N:38]([CH3:40])[CH3:39]. The catalyst is CN(C)C=O.O. The product is [N:11]1([CH2:10][C:2]2[N:3]([CH2:35][CH2:36][CH2:37][N:38]([CH3:40])[CH3:39])[C:4]3[CH:9]=[CH:8][CH:7]=[CH:6][C:5]=3[N:1]=2)[C@@H:24]2[C@@H:15]([CH2:16][CH2:17][C:18]3[C:23]2=[N:22][CH:21]=[CH:20][CH:19]=3)[CH2:14][CH2:13][CH2:12]1. The yield is 0.520. (2) The reactants are ClC(OC(Cl)(Cl)Cl)=O.[C:9]([C:12]1[CH:13]=[CH:14][C:15]2[C:21]3[C:22]([O:30][CH3:31])=[C:23]([O:28][CH3:29])[C:24]([O:26][CH3:27])=[CH:25][C:20]=3[CH2:19][CH2:18][C@H:17]([NH:32][C:33](=[O:35])[CH3:34])[C:16]=2[CH:36]=1)(=O)[NH2:10].P(OC)(OC)(OC)=O. No catalyst specified. The product is [C:9]([C:12]1[CH:13]=[CH:14][C:15]2[C:21]3[C:22]([O:30][CH3:31])=[C:23]([O:28][CH3:29])[C:24]([O:26][CH3:27])=[CH:25][C:20]=3[CH2:19][CH2:18][C@H:17]([NH:32][C:33](=[O:35])[CH3:34])[C:16]=2[CH:36]=1)#[N:10]. The yield is 0.610. (3) The reactants are [Cl:1][C:2]1[N:3]=[C:4]([Cl:12])[C:5]2[CH:10]=[CH:9][N:8]([CH3:11])[C:6]=2[N:7]=1.C1C(=O)N([Br:20])C(=O)C1. The catalyst is CN(C=O)C. The product is [Br:20][C:10]1[C:5]2[C:4]([Cl:12])=[N:3][C:2]([Cl:1])=[N:7][C:6]=2[N:8]([CH3:11])[CH:9]=1. The yield is 0.860. (4) The reactants are C[O:2][C:3]1[CH:4]=[C:5]2[CH:11]=[CH:10][NH:9][C:6]2=[N:7][CH:8]=1.B(Br)(Br)Br. The catalyst is O1CCCC1.C(OCC)(=O)C.O. The product is [NH:9]1[C:6]2=[N:7][CH:8]=[C:3]([OH:2])[CH:4]=[C:5]2[CH:11]=[CH:10]1. The yield is 0.400. (5) The catalyst is C(O)C. The product is [ClH:27].[NH2:24][CH2:9][CH2:8][N:5]1[CH2:6][CH2:7][N:2]([CH3:1])[C:3](=[O:22])[C:4]1=[O:21]. The yield is 0.850. The reactants are [CH3:1][N:2]1[CH2:7][CH2:6][N:5]([CH2:8][CH2:9]C23C=CC=CC2C(NC3=O)=O)[C:4](=[O:21])[C:3]1=[O:22].O.[NH2:24]N.O.[ClH:27]. (6) The catalyst is C1COCC1. The yield is 0.420. The product is [CH2:10]([C:4]1[CH:3]=[C:2]([CH:7]=[CH:6][C:5]=1[O:8][CH3:9])[CH:26]=[O:27])[CH3:11]. The reactants are Br[C:2]1[CH:7]=[CH:6][C:5]([O:8][CH3:9])=[C:4]([CH2:10][CH3:11])[CH:3]=1.[Li]CCCC.CCCCCC.CN([CH:26]=[O:27])C. (7) The reactants are [Br:1]N1C(=O)CCC1=O.C1(P(C2C=CC=CC=2)C2C=CC=CC=2)C=CC=CC=1.N1C=CC=CC=1.[C:34]([O:38][C:39](=[O:55])[C@@H:40]([NH:44][C:45]([O:47][CH2:48][C:49]1[CH:54]=[CH:53][CH:52]=[CH:51][CH:50]=1)=[O:46])[CH2:41][CH2:42]O)([CH3:37])([CH3:36])[CH3:35]. The catalyst is C(Cl)Cl. The product is [C:34]([O:38][C:39](=[O:55])[C@@H:40]([NH:44][C:45]([O:47][CH2:48][C:49]1[CH:54]=[CH:53][CH:52]=[CH:51][CH:50]=1)=[O:46])[CH2:41][CH2:42][Br:1])([CH3:37])([CH3:36])[CH3:35]. The yield is 0.440.